This data is from Full USPTO retrosynthesis dataset with 1.9M reactions from patents (1976-2016). The task is: Predict the reactants needed to synthesize the given product. (1) The reactants are: [F:1][C:2]1[CH:8]=[CH:7][CH:6]=[CH:5][C:3]=1[NH2:4].N1C=CC=CC=1.[Cl:15][CH2:16][CH2:17][C:18](Cl)=[O:19]. Given the product [Cl:15][CH2:16][CH2:17][C:18]([NH:4][C:3]1[CH:5]=[CH:6][CH:7]=[CH:8][C:2]=1[F:1])=[O:19], predict the reactants needed to synthesize it. (2) Given the product [N:13]([C:16]1[C:21]([F:22])=[C:20]([F:23])[C:19]([S:24]([NH:7][C:6]2[CH:8]=[CH:9][C:3]([N:2]([CH3:12])[CH3:1])=[C:4]([O:10][CH3:11])[CH:5]=2)(=[O:26])=[O:25])=[C:18]([F:28])[C:17]=1[F:29])=[N+:14]=[N-:15], predict the reactants needed to synthesize it. The reactants are: [CH3:1][N:2]([CH3:12])[C:3]1[CH:9]=[CH:8][C:6]([NH2:7])=[CH:5][C:4]=1[O:10][CH3:11].[N:13]([C:16]1[C:21]([F:22])=[C:20]([F:23])[C:19]([S:24](Cl)(=[O:26])=[O:25])=[C:18]([F:28])[C:17]=1[F:29])=[N+:14]=[N-:15].